This data is from NCI-60 drug combinations with 297,098 pairs across 59 cell lines. The task is: Regression. Given two drug SMILES strings and cell line genomic features, predict the synergy score measuring deviation from expected non-interaction effect. (1) Drug 1: CC1C(C(=O)NC(C(=O)N2CCCC2C(=O)N(CC(=O)N(C(C(=O)O1)C(C)C)C)C)C(C)C)NC(=O)C3=C4C(=C(C=C3)C)OC5=C(C(=O)C(=C(C5=N4)C(=O)NC6C(OC(=O)C(N(C(=O)CN(C(=O)C7CCCN7C(=O)C(NC6=O)C(C)C)C)C)C(C)C)C)N)C. Drug 2: CCC1=C2CN3C(=CC4=C(C3=O)COC(=O)C4(CC)O)C2=NC5=C1C=C(C=C5)O. Cell line: A498. Synergy scores: CSS=14.9, Synergy_ZIP=-4.92, Synergy_Bliss=2.31, Synergy_Loewe=-35.1, Synergy_HSA=1.41. (2) Drug 1: C1CCC(CC1)NC(=O)N(CCCl)N=O. Drug 2: CC12CCC3C(C1CCC2O)C(CC4=C3C=CC(=C4)O)CCCCCCCCCS(=O)CCCC(C(F)(F)F)(F)F. Cell line: RPMI-8226. Synergy scores: CSS=25.0, Synergy_ZIP=1.22, Synergy_Bliss=5.09, Synergy_Loewe=0.193, Synergy_HSA=2.84. (3) Drug 1: CCC1=CC2CC(C3=C(CN(C2)C1)C4=CC=CC=C4N3)(C5=C(C=C6C(=C5)C78CCN9C7C(C=CC9)(C(C(C8N6C)(C(=O)OC)O)OC(=O)C)CC)OC)C(=O)OC.C(C(C(=O)O)O)(C(=O)O)O. Drug 2: CC(CN1CC(=O)NC(=O)C1)N2CC(=O)NC(=O)C2. Cell line: HCT116. Synergy scores: CSS=52.6, Synergy_ZIP=-0.913, Synergy_Bliss=-1.76, Synergy_Loewe=-1.60, Synergy_HSA=1.23. (4) Drug 1: CC1=C(C(CCC1)(C)C)C=CC(=CC=CC(=CC(=O)O)C)C. Drug 2: C(=O)(N)NO. Cell line: ACHN. Synergy scores: CSS=0.984, Synergy_ZIP=0.797, Synergy_Bliss=6.72, Synergy_Loewe=-0.270, Synergy_HSA=1.18. (5) Drug 1: CC1=C2C(C(=O)C3(C(CC4C(C3C(C(C2(C)C)(CC1OC(=O)C(C(C5=CC=CC=C5)NC(=O)OC(C)(C)C)O)O)OC(=O)C6=CC=CC=C6)(CO4)OC(=O)C)OC)C)OC. Drug 2: COCCOC1=C(C=C2C(=C1)C(=NC=N2)NC3=CC=CC(=C3)C#C)OCCOC.Cl. Cell line: UACC62. Synergy scores: CSS=44.4, Synergy_ZIP=6.25, Synergy_Bliss=7.41, Synergy_Loewe=-3.98, Synergy_HSA=8.61. (6) Drug 1: C(=O)(N)NO. Drug 2: C1C(C(OC1N2C=NC(=NC2=O)N)CO)O. Cell line: NCI-H522. Synergy scores: CSS=5.58, Synergy_ZIP=-5.19, Synergy_Bliss=-4.66, Synergy_Loewe=-1.51, Synergy_HSA=-1.39. (7) Drug 1: C1=NC2=C(N=C(N=C2N1C3C(C(C(O3)CO)O)O)F)N. Drug 2: CC1=C(C(=O)C2=C(C1=O)N3CC4C(C3(C2COC(=O)N)OC)N4)N. Cell line: ACHN. Synergy scores: CSS=51.0, Synergy_ZIP=-1.34, Synergy_Bliss=-0.0416, Synergy_Loewe=-33.5, Synergy_HSA=0.312.